From a dataset of Reaction yield outcomes from USPTO patents with 853,638 reactions. Predict the reaction yield, written as a fraction of the theoretical maximum amount of product (1.0 means a 100% yield; for example, 0.34 means a 34% yield). (1) The reactants are [C:1]([O:5][C:6](=[O:36])[NH:7][CH2:8][CH2:9][CH2:10][NH:11][CH:12]([C:15]1[N:16]([CH2:29][C:30]2[CH:35]=[CH:34][CH:33]=[CH:32][CH:31]=2)[C:17](=[O:28])[C:18]2[C:23]([C:24]([F:27])([F:26])[F:25])=[N:22][O:21][C:19]=2[N:20]=1)[CH2:13][CH3:14])([CH3:4])([CH3:3])[CH3:2].[CH3:37][C:38]1[CH:46]=[CH:45][C:41]([C:42](Cl)=[O:43])=[CH:40][CH:39]=1.CCN(CC)CC. The catalyst is C(Cl)Cl. The product is [C:1]([O:5][C:6](=[O:36])[NH:7][CH2:8][CH2:9][CH2:10][N:11]([CH:12]([C:15]1[N:16]([CH2:29][C:30]2[CH:35]=[CH:34][CH:33]=[CH:32][CH:31]=2)[C:17](=[O:28])[C:18]2[C:23]([C:24]([F:26])([F:25])[F:27])=[N:22][O:21][C:19]=2[N:20]=1)[CH2:13][CH3:14])[C:42](=[O:43])[C:41]1[CH:45]=[CH:46][C:38]([CH3:37])=[CH:39][CH:40]=1)([CH3:2])([CH3:3])[CH3:4]. The yield is 0.700. (2) The reactants are [C:1]([CH2:4][CH2:5][CH2:6][C:7]1[C:8](=[O:19])[C:9]2[C:14]([C:15](=[O:18])[C:16]=1[CH3:17])=[CH:13][CH:12]=[CH:11][CH:10]=2)([OH:3])=O.ON1C(=O)CCC1=O.CCN=C=NCCCN(C)C.[CH2:39]([NH2:42])[CH2:40][NH2:41]. The catalyst is ClC(Cl)C.ClCCl. The product is [NH2:41][CH2:40][CH2:39][NH:42][C:1]([CH2:4][CH2:5][CH2:6][C:7]1[C:8](=[O:19])[C:9]2[C:14]([C:15](=[O:18])[C:16]=1[CH3:17])=[CH:13][CH:12]=[CH:11][CH:10]=2)=[O:3]. The yield is 0.589. (3) The reactants are [Br:1][C:2]1[CH:3]=[C:4]2[C:8](=[CH:9][CH:10]=1)[NH:7][CH:6]=[CH:5]2.Br[C:12]1[CH:13]=[CH:14][C:15]([C:18]([OH:21])([CH3:20])[CH3:19])=[N:16][CH:17]=1.C(=O)([O-])[O-].[K+].[K+].[OH-].[Na+]. The catalyst is CN(C=O)C.[Cu]Br.C([O-])(=O)C.[Cu+2].C([O-])(=O)C. The product is [Br:1][C:2]1[CH:3]=[C:4]2[C:8](=[CH:9][CH:10]=1)[N:7]([C:12]1[CH:13]=[CH:14][C:15]([C:18]([OH:21])([CH3:20])[CH3:19])=[N:16][CH:17]=1)[CH:6]=[CH:5]2. The yield is 0.159. (4) The reactants are [CH:1]1([C:4]2[CH:8]=[C:7]([NH2:9])[NH:6][N:5]=2)[CH2:3][CH2:2]1.[Br:10][C:11]1[N:16]=[C:15](Br)[C:14]([C:18]#[C:19][Si:20]([CH3:23])([CH3:22])[CH3:21])=[C:13]([CH3:24])[N:12]=1. The catalyst is C(O)C. The product is [Br:10][C:11]1[N:16]=[C:15]([NH:9][C:7]2[CH:8]=[C:4]([CH:1]3[CH2:3][CH2:2]3)[NH:5][N:6]=2)[C:14]([C:18]#[C:19][Si:20]([CH3:21])([CH3:23])[CH3:22])=[C:13]([CH3:24])[N:12]=1. The yield is 0.220. (5) The reactants are [N:1]1[CH:6]=[CH:5][CH:4]=[C:3]([C:7]2[CH:12]=[CH:11][C:10]([CH3:13])=[CH:9][CH:8]=2)[CH:2]=1.[O-:14][Mn](=O)(=O)=O.[K+].[OH2:20]. The catalyst is N1C=CC=CC=1. The product is [N:1]1[CH:6]=[CH:5][CH:4]=[C:3]([C:7]2[CH:8]=[CH:9][C:10]([C:13]([OH:14])=[O:20])=[CH:11][CH:12]=2)[CH:2]=1. The yield is 0.760. (6) The reactants are FC(F)(F)C([NH:5][CH2:6][CH:7]1[CH2:12][CH2:11][N:10]([C:13]([C:15]2[N:20]=[C:19]([C:21]3[CH:30]=[CH:29][C:28]4[C:23](=[CH:24][CH:25]=[CH:26][CH:27]=4)[CH:22]=3)[CH:18]=[CH:17][N:16]=2)=[O:14])[CH2:9][CH2:8]1)=O.C(=O)([O-])[O-].[Na+].[Na+]. The catalyst is CO.O. The product is [NH2:5][CH2:6][CH:7]1[CH2:12][CH2:11][N:10]([C:13]([C:15]2[N:20]=[C:19]([C:21]3[CH:30]=[CH:29][C:28]4[C:23](=[CH:24][CH:25]=[CH:26][CH:27]=4)[CH:22]=3)[CH:18]=[CH:17][N:16]=2)=[O:14])[CH2:9][CH2:8]1. The yield is 0.640. (7) The reactants are C(OC(=O)C)(=O)C.[N+:8]([CH2:11][CH:12]([C:14]1[CH:15]=[N:16][C:17]([C:20]([F:23])([F:22])[F:21])=[CH:18][CH:19]=1)O)([O-:10])=[O:9].C([O-])(O)=O.[Na+]. The catalyst is C(Cl)Cl.CN(C)C1C=CN=CC=1. The product is [N+:8](/[CH:11]=[CH:12]/[C:14]1[CH:19]=[CH:18][C:17]([C:20]([F:23])([F:21])[F:22])=[N:16][CH:15]=1)([O-:10])=[O:9]. The yield is 0.780.